Binary Classification. Given a miRNA mature sequence and a target amino acid sequence, predict their likelihood of interaction. From a dataset of Experimentally validated miRNA-target interactions with 360,000+ pairs, plus equal number of negative samples. (1) The miRNA is hsa-miR-129-5p with sequence CUUUUUGCGGUCUGGGCUUGC. The protein sequence of the target gene is MGCCSSASSAAQSSKREWKPLEDRSCTDIPWLLLFILFCIGMGFICGFSIATGAAARLVSGYDSYGNICGQKNTKLEAIPNSGMDHTQRKYVFFLDPCNLDLINRKIKSVALCVAACPRQELKTLSDVQKFAEINGSALCSYNLKPSEYTTSPKSSVLCPKLPVPASAPIPFFHRCAPVNISCYAKFAEALITFVSDNSVLHRLISGVMTSKEIILGLCLLSLVLSMILMVIIRYISRVLVWILTILVILGSLGGTGVLWWLYAKQRRSPKETVTPEQLQIAEDNLRALLIYAISATVFT.... Result: 1 (interaction). (2) The miRNA is hsa-miR-548ar-3p with sequence UAAAACUGCAGUUAUUUUUGC. The protein sequence of the target gene is MGPRKKSVKTCIMNNEIPEEMTADETKDYMNQLSHEVLCHIFRYLPLQDIMCMECLSRKLKEAVTLYLRVVRVVDLCAGRWWEYMPSGFTDASFLTLLKKMPDVEQLYGLHPRYLERRRVRGHEAFSIPGVLEALQACPNLVGVETSHLELVESIWTYMPHVHILGKFRNRNGAFPIPPENKLKIPIGAKIQTLHLVGVNVPEIPCIPMLRHLYMKWVRLTKPQPFKDFLCISLRTFVMRNCAGPTNSLKYVPLVTGLASARNLEHLEMVRVPFLGGLIQHVVEDSWRSGGFRNLHTIVL.... Result: 0 (no interaction). (3) The miRNA is hsa-miR-5591-3p with sequence AUACCCAUAGCUUAGCUCCCA. The protein sequence of the target gene is MMSNSSSEIDVIKTRIPTYDEDDNTILYAYETKPEFVNKEPNIVSDASCNTEEQLKTVDDVLIHCQVIYDALQNLDKKIDVIRRKVSKIQRFHARSLWTNHKRYGYKKHSYRLVKKLKLQKMKKNEVYETFSYPESYSPTLPVSRRENNSPSNLPRPSFCMEEYQRAELEEDPILSRTPSPVHPSDFSEHNCQPYYASDGATYGSSSGLCLGNPRADSIHNTYSTDHASAAPPSVTRSPVENDGYIEEGSITKHPSTWSVEAVVLFLKQTDPLALCPLVDLFRSHEIDGKALLLLTSDVL.... Result: 0 (no interaction). (4) The miRNA is mmu-miR-29b-1-5p with sequence GCUGGUUUCAUAUGGUGGUUUA. The protein sequence of the target gene is MIEMAAEKEPFLVPAPPPPLKDESGGGGGPTVPPHQEAASGELRGGTERGPGRCAPSAGSPAAAVGRESPGAAATSSSGPQAQQHRGGGPQAQSHGEARLSDPPGRAAPPDVGEERRGGGGTELGPPAPPRPRNGYQPHRPPGGGGGKRRNSCNVGGGGGGFKHPAFKRRRRVNSDCDSVLPSNFLLGGNIFDPLNLNSLLDEEVSRTLNAETPKSSPLPAKGRDPVEILIPKDITDPLSLNTCTDEGHVVLASPLKTGRKRHRHRGQHHQQQQAAGGSESHPVPPTAPLTPLLHGEGAS.... Result: 0 (no interaction). (5) The miRNA is mmu-miR-1194 with sequence GAAUGAGUAACUGCUAGAUCCU. The protein sequence of the target gene is MTLTKGSFTYSSGEEYRGEWKEGRRHGFGQLVFADGGTYLGHFENGLFNGFGVLTFSDGSRYEGEFSQGKFNGVGVFIRYDNMTFEGEFKNGRVDGFGLLTFPDGSHGIPRNEGLFENNKLLRREKCSAVVQRAQSASKSARNLTA. Result: 0 (no interaction). (6) The miRNA is hsa-miR-541-5p with sequence AAAGGAUUCUGCUGUCGGUCCCACU. The protein sequence of the target gene is MDAPKAGYAFEYLIETLNDSSHKKFFDVSKLGTKYDVLPYSIRVLLEAAVRNCDGFLMKKEDVMNILDWKTKQSNVEVPFFPARVLLQDFTGIPAMVDFAAMREAVKTLGGDPEKVHPACPTDLTVDHSLQIDFSKCAIQNAPNPGGGDLQKAGKLSPLKVQPKKLPCRGQTTCRGSCDSGELGRNSGTFSSQIENTPILCPFHLQPVPEPETVLKNQEVEFGRNRERLQFFKWSSRVFKNVAVIPPGTGMAHQINLEYLSRVVFEEKDLLFPDSVVGTDSHITMVNGLGILGWGVGGIE.... Result: 1 (interaction). (7) The miRNA is mmu-miR-216c-5p with sequence GAAGAAUCUCUACAGGUAAGUGU. Result: 0 (no interaction). The protein sequence of the target gene is MSLLNCENSCGSSQSSSDCCAAMAASCSAAVKDDSVSGSASTGNLSSSFMEEIQGYDVEFDPPLESKYECPICLMALREAVQTPCGHRFCKACIIKSIRDAGHKCPVDNEILLENQLFPDNFAKREILSLTVKCPNKGCLQKMELRHLEDHQVHCEFALVNCPQCQRPFQKCQVNTHIIEDCPRRQVSCVNCAVSMAYEEKEIHDQSCPLANIICEYCGTILIREQMPNHYDLDCPTAPIPCTFSVFGCHEKMQRNHLARHLQENTQLHMRLLAQAVHNVNLALRPCDAASPSRGCRPED....